Regression. Given two drug SMILES strings and cell line genomic features, predict the synergy score measuring deviation from expected non-interaction effect. From a dataset of NCI-60 drug combinations with 297,098 pairs across 59 cell lines. (1) Drug 2: C#CCC(CC1=CN=C2C(=N1)C(=NC(=N2)N)N)C3=CC=C(C=C3)C(=O)NC(CCC(=O)O)C(=O)O. Synergy scores: CSS=44.0, Synergy_ZIP=-2.47, Synergy_Bliss=-4.10, Synergy_Loewe=-13.0, Synergy_HSA=-4.14. Cell line: HCT116. Drug 1: CC1C(C(CC(O1)OC2CC(OC(C2O)C)OC3=CC4=CC5=C(C(=O)C(C(C5)C(C(=O)C(C(C)O)O)OC)OC6CC(C(C(O6)C)O)OC7CC(C(C(O7)C)O)OC8CC(C(C(O8)C)O)(C)O)C(=C4C(=C3C)O)O)O)O. (2) Drug 1: CCC1=CC2CC(C3=C(CN(C2)C1)C4=CC=CC=C4N3)(C5=C(C=C6C(=C5)C78CCN9C7C(C=CC9)(C(C(C8N6C)(C(=O)OC)O)OC(=O)C)CC)OC)C(=O)OC.C(C(C(=O)O)O)(C(=O)O)O. Drug 2: C1=C(C(=O)NC(=O)N1)F. Cell line: SNB-75. Synergy scores: CSS=41.3, Synergy_ZIP=-9.00, Synergy_Bliss=-1.28, Synergy_Loewe=1.50, Synergy_HSA=2.05. (3) Drug 1: C1C(C(OC1N2C=NC3=C(N=C(N=C32)Cl)N)CO)O. Drug 2: C1=CN(C=N1)CC(O)(P(=O)(O)O)P(=O)(O)O. Cell line: MOLT-4. Synergy scores: CSS=57.7, Synergy_ZIP=1.68, Synergy_Bliss=0.473, Synergy_Loewe=-23.0, Synergy_HSA=-1.14.